Dataset: Full USPTO retrosynthesis dataset with 1.9M reactions from patents (1976-2016). Task: Predict the reactants needed to synthesize the given product. (1) Given the product [F:35][C:36]([F:41])([F:40])[C:37]([OH:39])=[O:38].[F:34][C:31]1[CH:32]=[CH:33][C:28]([CH:6]2[CH2:5][C:4]3[N:3]=[C:2]([NH2:1])[N:11]=[C:10]([N:12]4[CH2:20][C@@H:19]5[C@@H:14]([NH:15][CH2:16][CH2:17][CH2:18]5)[CH2:13]4)[C:9]=3[CH2:8][CH2:7]2)=[CH:29][CH:30]=1, predict the reactants needed to synthesize it. The reactants are: [NH2:1][C:2]1[N:11]=[C:10]([N:12]2[CH2:20][C@@H:19]3[C@@H:14]([N:15](C(OC(C)(C)C)=O)[CH2:16][CH2:17][CH2:18]3)[CH2:13]2)[C:9]2[CH2:8][CH2:7][CH:6]([C:28]3[CH:33]=[CH:32][C:31]([F:34])=[CH:30][CH:29]=3)[CH2:5][C:4]=2[N:3]=1.[F:35][C:36]([F:41])([F:40])[C:37]([OH:39])=[O:38]. (2) The reactants are: [Br:1][C:2]1[C:3]([O:23][CH3:24])=[CH:4][C:5]([O:21]C)=[C:6]([C:8](=[O:20])[CH2:9][C:10]2[CH:19]=[CH:18][C:13]([C:14]([O:16][CH3:17])=[O:15])=[CH:12][CH:11]=2)[CH:7]=1. Given the product [Br:1][C:2]1[C:3]([O:23][CH3:24])=[CH:4][C:5]([OH:21])=[C:6]([C:8](=[O:20])[CH2:9][C:10]2[CH:11]=[CH:12][C:13]([C:14]([O:16][CH3:17])=[O:15])=[CH:18][CH:19]=2)[CH:7]=1, predict the reactants needed to synthesize it. (3) Given the product [C:3]([O:7][C:8]([N:10]([C@@H:24]1[CH2:28][CH2:27][N:26]([CH:29]2[CH2:34][CH2:33][CH2:32][CH2:31][CH2:30]2)[CH2:25]1)[C:11]1[N:16]=[CH:15][C:14](/[CH:17]=[CH:18]/[C:19]([O:21][CH2:22][CH3:23])=[O:20])=[CH:13][CH:12]=1)=[O:9])([CH3:4])([CH3:5])[CH3:6], predict the reactants needed to synthesize it. The reactants are: Cl.Cl.[C:3]([O:7][C:8]([N:10]([C@@H:24]1[CH2:28][CH2:27][NH:26][CH2:25]1)[C:11]1[N:16]=[CH:15][C:14](/[CH:17]=[CH:18]/[C:19]([O:21][CH2:22][CH3:23])=[O:20])=[CH:13][CH:12]=1)=[O:9])([CH3:6])([CH3:5])[CH3:4].[C:29]1(=O)[CH2:34][CH2:33][CH2:32][CH2:31][CH2:30]1.C(O[BH-](OC(=O)C)OC(=O)C)(=O)C.[Na+].C(N(CC)C(C)C)(C)C.[Cl-].[NH4+]. (4) Given the product [CH3:1][O:2][C:3]1[C:4](=[O:25])[C:5]([CH3:24])=[C:6]([CH2:12][C:13]2[CH:18]=[CH:17][C:16]([CH2:19][CH2:20][C:21]([N:28]([CH3:29])[CH3:27])=[O:22])=[CH:15][CH:14]=2)[C:7](=[O:11])[C:8]=1[O:9][CH3:10], predict the reactants needed to synthesize it. The reactants are: [CH3:1][O:2][C:3]1[C:4](=[O:25])[C:5]([CH3:24])=[C:6]([CH2:12][C:13]2[CH:18]=[CH:17][C:16]([CH2:19][CH2:20][C:21](O)=[O:22])=[CH:15][CH:14]=2)[C:7](=[O:11])[C:8]=1[O:9][CH3:10].Cl.[CH3:27][NH:28][CH3:29].C(N(CC)CC)C. (5) Given the product [ClH:38].[F:1][C:2]1[CH:24]=[CH:23][C:5]2[CH:6]([N:11]3[C:19]4[C:14](=[CH:15][CH:16]=[CH:17][CH:18]=4)[C:13]([CH3:21])([CH3:20])[C:12]3=[O:22])[CH:7]([CH2:9][NH:37][CH3:36])[O:8][C:4]=2[CH:3]=1, predict the reactants needed to synthesize it. The reactants are: [F:1][C:2]1[CH:24]=[CH:23][C:5]2[CH:6]([N:11]3[C:19]4[C:14](=[CH:15][CH:16]=[CH:17][CH:18]=4)[C:13]([CH3:21])([CH3:20])[C:12]3=[O:22])[CH:7]([CH2:9]O)[O:8][C:4]=2[CH:3]=1.S(C1C=CC(C)=CC=1)([O-])(=O)=O.[CH3:36][NH2:37].[ClH:38]. (6) Given the product [CH3:1][O:2][C:3](=[O:53])[C@@H:4]([NH:20][C:21]([CH:23]1[CH2:32][C:31]2[CH:30]=[C:29]3[O:33][CH2:34][C@H:35]([C:37]4[CH:42]=[CH:41][C:40]([O:43][CH2:44][C:45]5[CH:50]=[CH:49][C:48]([Cl:51])=[C:47]([Cl:52])[CH:46]=5)=[CH:39][CH:38]=4)[O:36][C:28]3=[CH:27][C:26]=2[CH2:25][N:24]1[C:21](=[O:22])[NH:20][C@H:4]([C:54]1[CH:59]=[CH:58][CH:57]=[CH:56][CH:55]=1)[CH3:3])=[O:22])[CH2:5][C:6]1[CH:11]=[CH:10][C:9]([C:12]2[CH:13]=[CH:14][C:15]([C:18]#[N:19])=[CH:16][CH:17]=2)=[CH:8][CH:7]=1, predict the reactants needed to synthesize it. The reactants are: [CH3:1][O:2][C:3](=[O:53])[C@@H:4]([NH:20][C:21]([CH:23]1[CH2:32][C:31]2[CH:30]=[C:29]3[O:33][CH2:34][C@H:35]([C:37]4[CH:42]=[CH:41][C:40]([O:43][CH2:44][C:45]5[CH:50]=[CH:49][C:48]([Cl:51])=[C:47]([Cl:52])[CH:46]=5)=[CH:39][CH:38]=4)[O:36][C:28]3=[CH:27][C:26]=2[CH2:25][NH:24]1)=[O:22])[CH2:5][C:6]1[CH:11]=[CH:10][C:9]([C:12]2[CH:17]=[CH:16][C:15]([C:18]#[N:19])=[CH:14][CH:13]=2)=[CH:8][CH:7]=1.[CH:54]1[CH:59]=[CH:58][CH:57]=[CH:56][CH:55]=1. (7) The reactants are: Cl[C:2]1[CH:23]=[CH:22][C:5]([C:6]([NH:8][C:9]2[CH:14]=[CH:13][C:12]([Cl:15])=[C:11]([C:16]3[CH:21]=[CH:20][CH:19]=[CH:18][N:17]=3)[CH:10]=2)=[O:7])=[C:4]([CH3:24])[N:3]=1.[NH2:25][CH2:26][CH2:27][C:28]1[N:32]=[CH:31][NH:30][CH:29]=1. Given the product [NH:30]1[CH:29]=[C:28]([CH2:27][CH2:26][NH:25][C:2]2[CH:23]=[CH:22][C:5]([C:6]([NH:8][C:9]3[CH:14]=[CH:13][C:12]([Cl:15])=[C:11]([C:16]4[CH:21]=[CH:20][CH:19]=[CH:18][N:17]=4)[CH:10]=3)=[O:7])=[C:4]([CH3:24])[N:3]=2)[N:32]=[CH:31]1, predict the reactants needed to synthesize it.